Dataset: Forward reaction prediction with 1.9M reactions from USPTO patents (1976-2016). Task: Predict the product of the given reaction. Given the reactants [F:1][C:2]1[CH:7]=[C:6]([F:8])[CH:5]=[CH:4][C:3]=1[S:9]([NH:12][C:13]1[C:14]([O:28][CH3:29])=[N:15][CH:16]=[C:17]([C:19]2[CH:24]=[CH:23][N:22]3[N:25]=[CH:26][CH:27]=[C:21]3[N:20]=2)[CH:18]=1)(=[O:11])=[O:10].[I:30]N1C(=O)CCC1=O, predict the reaction product. The product is: [F:1][C:2]1[CH:7]=[C:6]([F:8])[CH:5]=[CH:4][C:3]=1[S:9]([NH:12][C:13]1[C:14]([O:28][CH3:29])=[N:15][CH:16]=[C:17]([C:19]2[CH:24]=[CH:23][N:22]3[N:25]=[CH:26][C:27]([I:30])=[C:21]3[N:20]=2)[CH:18]=1)(=[O:10])=[O:11].